From a dataset of Full USPTO retrosynthesis dataset with 1.9M reactions from patents (1976-2016). Predict the reactants needed to synthesize the given product. (1) The reactants are: B.[O:2]1[CH2:6][CH2:5][CH2:4][CH2:3]1.[CH3:7][OH:8]. Given the product [O:2]1[C:6]2[C:3]([CH2:7][OH:8])=[CH:4][CH:5]=[CH:6][C:5]=2[CH2:4][CH2:3]1, predict the reactants needed to synthesize it. (2) Given the product [CH3:1][N:2]1[CH:6]=[C:5]([C:7]2[CH:8]=[CH:9][CH:10]=[CH:11][CH:12]=2)[N:4]=[C:3]1[CH:20]=[O:21], predict the reactants needed to synthesize it. The reactants are: [CH3:1][N:2]1[CH:6]=[C:5]([C:7]2[CH:12]=[CH:11][CH:10]=[CH:9][CH:8]=2)[N:4]=[CH:3]1.C([Li])CCC.CN(C)[CH:20]=[O:21].